From a dataset of Catalyst prediction with 721,799 reactions and 888 catalyst types from USPTO. Predict which catalyst facilitates the given reaction. (1) Reactant: [Br:1][C:2]1[C:3]([C:26]([F:29])([F:28])[F:27])=[CH:4][C:5]2[NH:9][C:8](=[O:10])[N:7]([CH:11]3[CH2:16][CH2:15][N:14]([C:17]4([C:23]#N)[CH2:22][CH2:21][O:20][CH2:19][CH2:18]4)[CH2:13][CH2:12]3)[C:6]=2[CH:25]=1.C[Mg]Br.C(OCC)C.[NH4+].[Cl-:39]. Product: [ClH:39].[Br:1][C:2]1[C:3]([C:26]([F:27])([F:28])[F:29])=[CH:4][C:5]2[NH:9][C:8](=[O:10])[N:7]([CH:11]3[CH2:12][CH2:13][N:14]([C:17]4([CH3:23])[CH2:18][CH2:19][O:20][CH2:21][CH2:22]4)[CH2:15][CH2:16]3)[C:6]=2[CH:25]=1. The catalyst class is: 30. (2) Reactant: [Cl:1][C:2]1[CH:7]=[CH:6][N:5]=[C:4]([NH:8]C(=O)OC(C)(C)C)[C:3]=1[C:16]#[C:17][CH:18]1[CH2:23][CH2:22][CH2:21][CH2:20][CH2:19]1.CC(C)([O-])C.[K+].C1OCCOCCOCCOCCOCCOC1. Product: [Cl:1][C:2]1[CH:7]=[CH:6][N:5]=[C:4]2[NH:8][C:17]([CH:18]3[CH2:23][CH2:22][CH2:21][CH2:20][CH2:19]3)=[CH:16][C:3]=12. The catalyst class is: 11. (3) Reactant: C([C:5]([N:13]1[CH:18]=[C:17]([O:19][CH3:20])[C:16]([C:21]2[CH:26]=[C:25]([Cl:27])[CH:24]=[CH:23][C:22]=2[C:28]#[N:29])=[CH:15][C:14]1=[O:30])([CH2:9][CH2:10][O:11][CH3:12])[C:6]([OH:8])=[O:7])(C)(C)C.C(O)(C(F)(F)F)=O. Product: [Cl:27][C:25]1[CH:24]=[CH:23][C:22]([C:28]#[N:29])=[C:21]([C:16]2[C:17]([O:19][CH3:20])=[CH:18][N:13]([CH:5]([CH2:9][CH2:10][O:11][CH3:12])[C:6]([OH:8])=[O:7])[C:14](=[O:30])[CH:15]=2)[CH:26]=1. The catalyst class is: 4. (4) Reactant: [O:1]=[C:2]1[N:8]([CH:9]2[CH2:14][CH2:13][N:12]([C:15]([O:17][C@@H:18]([C:32](O)=[O:33])[CH2:19][C:20]3[CH:25]=[C:24]([C:26]([F:29])([F:28])[F:27])[C:23]([NH2:30])=[C:22]([CH3:31])[CH:21]=3)=[O:16])[CH2:11][CH2:10]2)[CH2:7][CH2:6][C:5]2[CH:35]=[CH:36][CH:37]=[CH:38][C:4]=2[NH:3]1.CN(C(ON1N=NC2C=CC=CC1=2)=[N+](C)C)C.[B-](F)(F)(F)F.C(N(CC)CC)C.[O:68]1[CH2:73][CH2:72][CH:71]([N:74]2[CH2:79][CH2:78][NH:77][CH2:76][CH2:75]2)[CH2:70][CH2:69]1. Product: [O:1]=[C:2]1[N:8]([CH:9]2[CH2:14][CH2:13][N:12]([C:15]([O:17][C@H:18]([CH2:19][C:20]3[CH:25]=[C:24]([C:26]([F:28])([F:27])[F:29])[C:23]([NH2:30])=[C:22]([CH3:31])[CH:21]=3)[C:32](=[O:33])[N:77]3[CH2:76][CH2:75][N:74]([CH:71]4[CH2:72][CH2:73][O:68][CH2:69][CH2:70]4)[CH2:79][CH2:78]3)=[O:16])[CH2:11][CH2:10]2)[CH2:7][CH2:6][C:5]2[CH:35]=[CH:36][CH:37]=[CH:38][C:4]=2[NH:3]1. The catalyst class is: 3.